The task is: Predict the product of the given reaction.. This data is from Forward reaction prediction with 1.9M reactions from USPTO patents (1976-2016). Given the reactants [CH:1]1[C:10]2[C:5](=[CH:6][CH:7]=[CH:8][CH:9]=2)[CH:4]=[CH:3][C:2]=1B(O)O.Br[C:15]1[C:22]([F:23])=[C:21]([F:24])[C:18]([C:19]#[N:20])=[C:17]([F:25])[C:16]=1[F:26].O.C1(P(C2CCCCC2)C2C=CC=CC=2C2C(OC)=CC=C(S([O-])(=O)=O)C=2OC)CCCCC1.[Na+].[O-]P([O-])([O-])=O.[K+].[K+].[K+], predict the reaction product. The product is: [F:24][C:21]1[C:22]([F:23])=[C:15]([C:2]2[CH:3]=[CH:4][C:5]3[C:10](=[CH:9][CH:8]=[CH:7][CH:6]=3)[CH:1]=2)[C:16]([F:26])=[C:17]([F:25])[C:18]=1[C:19]#[N:20].